Predict the reactants needed to synthesize the given product. From a dataset of Full USPTO retrosynthesis dataset with 1.9M reactions from patents (1976-2016). (1) The reactants are: [NH2:1][C:2]1[CH:10]=[CH:9][CH:8]=[C:7]2[C:3]=1[CH:4]([CH2:19][CH2:20][CH2:21][C:22]([O-:24])=O)[CH2:5][N:6]2[CH2:11][C:12]([O:14][C:15]([CH3:18])([CH3:17])[CH3:16])=[O:13].[Li+].C(Cl)CCl.C1C=NC2N(O)N=NC=2C=1.C(N(CC)C(C)C)(C)C. Given the product [O:24]=[C:22]1[NH:1][C:2]2[C:3]3[CH:4]([CH2:5][N:6]([CH2:11][C:12]([O:14][C:15]([CH3:16])([CH3:17])[CH3:18])=[O:13])[C:7]=3[CH:8]=[CH:9][CH:10]=2)[CH2:19][CH2:20][CH2:21]1, predict the reactants needed to synthesize it. (2) Given the product [CH3:27][O:28][CH2:29][O:1][C:2]1[CH:3]=[C:4]([C:8]2[C:13]([CH:14]([CH2:31][CH2:30][CH3:32])[C:15]([O:17][CH3:18])=[O:16])=[C:12]([CH3:19])[N:11]=[C:10]([C:20]3[CH:21]=[CH:22][CH:23]=[CH:24][CH:25]=3)[N:9]=2)[CH:5]=[CH:6][CH:7]=1, predict the reactants needed to synthesize it. The reactants are: [OH:1][C:2]1[CH:3]=[C:4]([C:8]2[C:13]([CH2:14][C:15]([O:17][CH3:18])=[O:16])=[C:12]([CH3:19])[N:11]=[C:10]([C:20]3[CH:25]=[CH:24][CH:23]=[CH:22][CH:21]=3)[N:9]=2)[CH:5]=[CH:6][CH:7]=1.Br[CH2:27][O:28][CH3:29].[CH:30](N(CC)C(C)C)([CH3:32])[CH3:31]. (3) Given the product [CH3:9][O:10][C:11]1[CH:16]=[CH:15][C:14]([C:6](=[O:7])[CH2:5][CH2:4][CH2:3][CH2:2][CH3:1])=[CH:13][CH:12]=1, predict the reactants needed to synthesize it. The reactants are: [CH3:1][CH2:2][CH2:3][CH2:4][CH2:5][C:6](Cl)=[O:7].[CH3:9][O:10][C:11]1[CH:16]=[CH:15][CH:14]=[CH:13][CH:12]=1. (4) Given the product [ClH:1].[CH2:29]([NH:8][CH2:9][CH2:10][N:11]1[CH2:12][CH:13]2[O:19][CH:17]([CH2:16][N:15]([CH2:20][C:21]3[CH:22]=[CH:23][C:24]([C:27]#[N:28])=[CH:25][CH:26]=3)[CH2:14]2)[CH2:18]1)[C:30]1[CH:31]=[CH:32][CH:33]=[CH:34][CH:35]=1, predict the reactants needed to synthesize it. The reactants are: [ClH:1].C(OC(=O)[N:8]([CH2:29][C:30]1[CH:35]=[CH:34][CH:33]=[CH:32][CH:31]=1)[CH2:9][CH2:10][N:11]1[CH2:18][CH:17]2[O:19][CH:13]([CH2:14][N:15]([CH2:20][C:21]3[CH:26]=[CH:25][C:24]([C:27]#[N:28])=[CH:23][CH:22]=3)[CH2:16]2)[CH2:12]1)(C)(C)C. (5) Given the product [CH2:26]([N:9]1[CH:10]([C:21]([O:23][CH2:24][CH3:25])=[O:22])[C:11]([O:20][CH2:52][CH2:51][N:48]2[CH2:49][CH2:50][O:45][CH2:46][CH2:47]2)=[C:12]([C:13]2[CH:18]=[CH:17][C:16]([Cl:19])=[CH:15][CH:14]=2)[N:8]1[C:3]1[CH:4]=[CH:5][CH:6]=[CH:7][C:2]=1[Cl:1])[CH3:27], predict the reactants needed to synthesize it. The reactants are: [Cl:1][C:2]1[CH:7]=[CH:6][CH:5]=[CH:4][C:3]=1[N:8]1[C:12]([C:13]2[CH:18]=[CH:17][C:16]([Cl:19])=[CH:15][CH:14]=2)=[C:11]([OH:20])[C:10]([C:21]([O:23][CH2:24][CH3:25])=[O:22])=[N:9]1.[C:26]1(P(C2C=CC=CC=2)C2C=CC=CC=2)C=CC=C[CH:27]=1.[O:45]1[CH2:50][CH2:49][N:48]([CH2:51][CH2:52]O)[CH2:47][CH2:46]1.N(C(OC(C)C)=O)=NC(OC(C)C)=O. (6) Given the product [Si:1]([O:8][CH2:9][CH2:10][CH2:11][C:12]1[CH:13]=[C:14]2[C:19](=[CH:20][CH:21]=1)[N:18]=[C:17]([C:22]1[CH:23]=[N:24][CH:25]=[CH:26][CH:27]=1)[N:16]=[C:15]2[NH:28][C:29]1[CH:34]=[CH:33][C:32]([F:35])=[C:31]([Cl:36])[CH:30]=1)([C:4]([CH3:7])([CH3:5])[CH3:6])([CH3:3])[CH3:2], predict the reactants needed to synthesize it. The reactants are: [Si:1]([O:8][CH2:9][C:10]#[C:11][C:12]1[CH:13]=[C:14]2[C:19](=[CH:20][CH:21]=1)[N:18]=[C:17]([C:22]1[CH:23]=[N:24][CH:25]=[CH:26][CH:27]=1)[N:16]=[C:15]2[NH:28][C:29]1[CH:34]=[CH:33][C:32]([F:35])=[C:31]([Cl:36])[CH:30]=1)([C:4]([CH3:7])([CH3:6])[CH3:5])([CH3:3])[CH3:2]. (7) The reactants are: [NH2:1][C:2]1[C:3]([C:12](O)=[O:13])=[CH:4][C:5]2[C:10]([CH:11]=1)=[CH:9][CH:8]=[CH:7][CH:6]=2. Given the product [NH2:1][C:2]1[C:3]([CH2:12][OH:13])=[CH:4][C:5]2[C:10]([CH:11]=1)=[CH:9][CH:8]=[CH:7][CH:6]=2, predict the reactants needed to synthesize it.